Dataset: Human liver microsome stability data. Task: Regression/Classification. Given a drug SMILES string, predict its absorption, distribution, metabolism, or excretion properties. Task type varies by dataset: regression for continuous measurements (e.g., permeability, clearance, half-life) or binary classification for categorical outcomes (e.g., BBB penetration, CYP inhibition). Dataset: hlm. (1) The compound is CC#C[C@@H](Cc1nn[nH]n1)c1ccc(OCc2ccc3sc(C#N)c(-c4ccccc4C)c3c2)cc1. The result is 1 (stable in human liver microsomes). (2) The molecule is NC(=O)c1cccc([C@H]2C[C@H]3CC[C@@H](C2)N3CCN(CC2CCOCC2)C(=O)CO)c1. The result is 0 (unstable in human liver microsomes). (3) The molecule is CN(C)c1ccc(C2CCN(C(=O)Oc3cccc(N4CCS(=O)(=O)CC4)c3)CC2)cc1. The result is 1 (stable in human liver microsomes). (4) The drug is O=C(Nc1cc(Oc2ccc(Nc3nccc4ncc(-c5ccc(F)cc5)c(O)c34)cc2F)ccn1)C1CC1. The result is 0 (unstable in human liver microsomes). (5) The compound is CNC(=O)c1nc(-c2cccs2)nc(O)c1O. The result is 0 (unstable in human liver microsomes).